From a dataset of Ames mutagenicity test results for genotoxicity prediction. Regression/Classification. Given a drug SMILES string, predict its toxicity properties. Task type varies by dataset: regression for continuous values (e.g., LD50, hERG inhibition percentage) or binary classification for toxic/non-toxic outcomes (e.g., AMES mutagenicity, cardiotoxicity, hepatotoxicity). Dataset: ames. (1) The drug is ClCC(Br)CBr. The result is 1 (mutagenic). (2) The molecule is O=S(=O)(O)c1ccc(O)c2ncccc12. The result is 1 (mutagenic). (3) The drug is Cc1cc(C)c2ccc3ccccc3c2c1. The result is 1 (mutagenic). (4) The compound is CCCOC(=O)/C=C/c1ccc([N+](=O)[O-])o1. The result is 1 (mutagenic). (5) The molecule is O=C1OC(O)C(CBr)=C1Br. The result is 1 (mutagenic). (6) The compound is CN(C)CCN(Cc1ccc(Cl)s1)c1ccccn1. The result is 0 (non-mutagenic). (7) The molecule is Cc1c(N)ccc(N=Nc2ccccc2)c1N. The result is 1 (mutagenic).